This data is from Catalyst prediction with 721,799 reactions and 888 catalyst types from USPTO. The task is: Predict which catalyst facilitates the given reaction. (1) Reactant: [ClH:1].[CH3:2][NH:3][C:4]1[CH:15]=[CH:14][C:7]([C:8]([O:10][CH2:11][CH:12]=[CH2:13])=[O:9])=[CH:6][CH:5]=1.Cl.[N:17]([O-])=O.[Na+]. Product: [ClH:1].[CH3:2][N:3]([C:4]1[CH:15]=[CH:14][C:7]([C:8]([O:10][CH2:11][CH:12]=[CH2:13])=[O:9])=[CH:6][CH:5]=1)[NH2:17]. The catalyst class is: 6. (2) Reactant: [NH:1]1[CH:5]=[CH:4][N:3]=[C:2]1[CH2:6][NH:7][C:8]1[CH:13]=[CH:12][CH:11]=[C:10]([F:14])[CH:9]=1.[CH:15](=O)[CH3:16].C([BH3-])#N.[Na+]. Product: [CH2:15]([N:7]([C:8]1[CH:13]=[CH:12][CH:11]=[C:10]([F:14])[CH:9]=1)[CH2:6][C:2]1[NH:1][CH:5]=[CH:4][N:3]=1)[CH3:16]. The catalyst class is: 466. (3) Reactant: CC(C)([O-])C.[K+].[CH2:7]([O:14][C:15]1[CH:20]=[CH:19][NH:18][C:17](=[O:21])[CH:16]=1)[C:8]1[CH:13]=[CH:12][CH:11]=[CH:10][CH:9]=1.C(=O)([O-])[O-].[K+].[K+].CC1C=CC(S(O[CH:39]2[CH2:44][CH2:43][N:42]([C:45]([O:47][C:48]([CH3:51])([CH3:50])[CH3:49])=[O:46])[CH2:41][CH2:40]2)(=O)=O)=CC=1. Product: [CH2:7]([O:14][C:15]1[CH:20]=[CH:19][N:18]([CH:39]2[CH2:44][CH2:43][N:42]([C:45]([O:47][C:48]([CH3:51])([CH3:50])[CH3:49])=[O:46])[CH2:41][CH2:40]2)[C:17](=[O:21])[CH:16]=1)[C:8]1[CH:9]=[CH:10][CH:11]=[CH:12][CH:13]=1. The catalyst class is: 57. (4) Reactant: [CH3:1][O:2][C:3]([O:8][CH3:9])([CH3:7])[C:4](=[O:6])[CH3:5].CO[CH:12](OC)[N:13]([CH3:15])[CH3:14]. Product: [CH3:12][N:13]([CH3:15])[CH:14]=[CH:5][C:4](=[O:6])[C:3]([O:8][CH3:9])([O:2][CH3:1])[CH3:7]. The catalyst class is: 5. (5) Reactant: C(N(S(F)(F)[F:7])CC)C.[Si:10]([O:17][CH:18]1[CH2:27][C:26]([CH3:29])([CH3:28])[CH2:25][C:24]2[N:23]=[C:22]([CH:30]3[CH2:34][CH2:33][CH2:32][CH2:31]3)[C:21]([CH:35]([C:37]3[CH:42]=[CH:41][C:40]([C:43]([F:46])([F:45])[F:44])=[CH:39][CH:38]=3)O)=[C:20]([C:47]3[CH:52]=[CH:51][C:50]([F:53])=[C:49]([F:54])[CH:48]=3)[C:19]1=2)([C:13]([CH3:16])([CH3:15])[CH3:14])([CH3:12])[CH3:11]. Product: [Si:10]([O:17][CH:18]1[CH2:27][C:26]([CH3:29])([CH3:28])[CH2:25][C:24]2[N:23]=[C:22]([CH:30]3[CH2:31][CH2:32][CH2:33][CH2:34]3)[C:21]([CH:35]([F:7])[C:37]3[CH:42]=[CH:41][C:40]([C:43]([F:46])([F:45])[F:44])=[CH:39][CH:38]=3)=[C:20]([C:47]3[CH:52]=[CH:51][C:50]([F:53])=[C:49]([F:54])[CH:48]=3)[C:19]1=2)([C:13]([CH3:16])([CH3:14])[CH3:15])([CH3:12])[CH3:11]. The catalyst class is: 11.